From a dataset of Forward reaction prediction with 1.9M reactions from USPTO patents (1976-2016). Predict the product of the given reaction. (1) Given the reactants C(Cl)(=O)C(Cl)=O.CS(C)=O.[CH3:11][O:12][C:13]1[CH:37]=[CH:36][C:16]([CH2:17][S:18][C:19]2[NH:23][CH:22]([CH:24]([C:26]3[CH:35]=[CH:34][CH:33]=[C:32]4[C:27]=3[CH:28]=[CH:29][CH:30]=[N:31]4)[CH3:25])[CH2:21][N:20]=2)=[CH:15][CH:14]=1.C(N(CC)CC)C, predict the reaction product. The product is: [CH3:11][O:12][C:13]1[CH:14]=[CH:15][C:16]([CH2:17][S:18][C:19]2[NH:23][C:22]([CH:24]([C:26]3[CH:35]=[CH:34][CH:33]=[C:32]4[C:27]=3[CH:28]=[CH:29][CH:30]=[N:31]4)[CH3:25])=[CH:21][N:20]=2)=[CH:36][CH:37]=1. (2) Given the reactants [Cl:1][C:2]1[CH:11]=[C:10]2[C:5]([CH:6]=[CH:7][N:8]([C@H:13]3[C@@H:17]4[O:18]C(OC)[O:20][C@@H:16]4[C@@H:15]([CH2:23][O:24][S:25]([C:28]4[CH:33]=[CH:32][C:31]([CH3:34])=[CH:30][CH:29]=4)(=[O:27])=[O:26])[O:14]3)[C:9]2=[O:12])=[CH:4][CH:3]=1.Cl, predict the reaction product. The product is: [Cl:1][C:2]1[CH:11]=[C:10]2[C:5]([CH:6]=[CH:7][N:8]([C@@H:13]3[O:14][C@H:15]([CH2:23][O:24][S:25]([C:28]4[CH:33]=[CH:32][C:31]([CH3:34])=[CH:30][CH:29]=4)(=[O:27])=[O:26])[C@@H:16]([OH:20])[C@H:17]3[OH:18])[C:9]2=[O:12])=[CH:4][CH:3]=1. (3) Given the reactants [F:1][C:2]1[CH:7]=[CH:6][C:5]([NH:8][C:9]2[CH:14]=[C:13]([NH:15][CH3:16])[N:12]=[CH:11][N:10]=2)=[CH:4][CH:3]=1.[Cl:17][C:18]1[CH:19]=[C:20]([N:24]=[C:25]=[O:26])[CH:21]=[CH:22][CH:23]=1, predict the reaction product. The product is: [Cl:17][C:18]1[CH:19]=[C:20]([NH:24][C:25](=[O:26])[N:15]([C:13]2[CH:14]=[C:9]([NH:8][C:5]3[CH:6]=[CH:7][C:2]([F:1])=[CH:3][CH:4]=3)[N:10]=[CH:11][N:12]=2)[CH3:16])[CH:21]=[CH:22][CH:23]=1.